Dataset: Full USPTO retrosynthesis dataset with 1.9M reactions from patents (1976-2016). Task: Predict the reactants needed to synthesize the given product. Given the product [C:34]([OH:36])(=[O:35])[CH:33]([CH2:37][C:38]([OH:40])=[O:39])[OH:32].[CH2:30]([N:3]([CH2:1][CH3:2])[CH2:4][CH2:5][N:6]1[CH2:12][CH2:11][CH2:10][CH:9]2[NH:13][C:14]([CH:17]=[C:18]3[C:26]4[C:21](=[CH:22][CH:23]=[C:24]([F:27])[CH:25]=4)[NH:20][C:19]3=[O:28])=[C:15]([CH3:16])[CH:8]2[C:7]1=[O:29])[CH3:31], predict the reactants needed to synthesize it. The reactants are: [CH2:1]([N:3]([CH2:30][CH3:31])[CH2:4][CH2:5][N:6]1[CH2:12][CH2:11][CH2:10][CH:9]2[NH:13][C:14]([CH:17]=[C:18]3[C:26]4[C:21](=[CH:22][CH:23]=[C:24]([F:27])[CH:25]=4)[NH:20][C:19]3=[O:28])=[C:15]([CH3:16])[CH:8]2[C:7]1=[O:29])[CH3:2].[OH:32][CH:33]([CH2:37][C:38]([OH:40])=[O:39])[C:34]([OH:36])=[O:35].